From a dataset of Forward reaction prediction with 1.9M reactions from USPTO patents (1976-2016). Predict the product of the given reaction. (1) Given the reactants [F:1][C:2]([F:12])([F:11])[C:3]([NH:5][C@@H:6]([C:8]([OH:10])=O)[CH3:7])=[O:4].S(Cl)(Cl)=O.[C:17]1([O:23][CH3:24])[CH:22]=[CH:21][CH:20]=[CH:19][CH:18]=1.[Al+3].[Cl-].[Cl-].[Cl-], predict the reaction product. The product is: [F:11][C:2]([F:1])([F:12])[C:3]([NH:5][C@H:6]([CH3:7])[C:8]([C:20]1[CH:21]=[CH:22][C:17]([O:23][CH3:24])=[CH:18][CH:19]=1)=[O:10])=[O:4]. (2) Given the reactants [CH3:1][N:2]1[CH:7]=[C:6]([C:8]([O:10]CC)=O)[C:5](=[O:13])[C:4]2[CH:14]=[CH:15][O:16][C:3]1=2.[Cl:17][C:18]1[CH:25]=[CH:24][C:21]([CH2:22][NH2:23])=[CH:20][CH:19]=1, predict the reaction product. The product is: [Cl:17][C:18]1[CH:25]=[CH:24][C:21]([CH2:22][NH:23][C:8]([C:6]2[C:5](=[O:13])[C:4]3[CH:14]=[CH:15][O:16][C:3]=3[N:2]([CH3:1])[CH:7]=2)=[O:10])=[CH:20][CH:19]=1. (3) The product is: [CH:1]1([C:4]2[CH:5]=[C:6]([C@@H:16]([CH2:20][C@H:21]3[CH2:25][CH2:24][C:23](=[O:26])[CH2:22]3)[C:17]([NH:38][C:39]3[N:44]=[CH:43][C:42]([CH2:45][C:46]([O:48][CH2:49][CH3:50])=[O:47])=[CH:41][CH:40]=3)=[O:18])[CH:7]=[CH:8][C:9]=2[S:10]([CH:13]2[CH2:15][CH2:14]2)(=[O:12])=[O:11])[CH2:2][CH2:3]1. Given the reactants [CH:1]1([C:4]2[CH:5]=[C:6]([C@@H:16]([CH2:20][C@H:21]3[CH2:25][CH2:24][C:23](=[O:26])[CH2:22]3)[C:17](O)=[O:18])[CH:7]=[CH:8][C:9]=2[S:10]([CH:13]2[CH2:15][CH2:14]2)(=[O:12])=[O:11])[CH2:3][CH2:2]1.C(Cl)(=O)C(Cl)=O.CN(C=O)C.[NH2:38][C:39]1[N:44]=[CH:43][C:42]([CH2:45][C:46]([O:48][CH2:49][CH3:50])=[O:47])=[CH:41][CH:40]=1, predict the reaction product. (4) Given the reactants Cl[C:2]1[CH:9]=[CH:8][C:5]([C:6]#[N:7])=[CH:4][CH:3]=1.[S-2].[Na+].[Na+].Cl[CH2:14][CH2:15][CH3:16].O[O:18][S:19]([O-])=[O:20].[K+], predict the reaction product. The product is: [CH2:14]([S:19]([C:2]1[CH:9]=[CH:8][C:5]([C:6]#[N:7])=[CH:4][CH:3]=1)(=[O:20])=[O:18])[CH2:15][CH3:16].